This data is from Forward reaction prediction with 1.9M reactions from USPTO patents (1976-2016). The task is: Predict the product of the given reaction. (1) The product is: [CH3:13][O:14][C:15]1[CH:20]=[CH:19][C:18]([CH2:21][C:22]([NH:3][CH3:2])=[O:24])=[CH:17][CH:16]=1. Given the reactants Cl.[CH3:2][N:3](C)CCCN=C=NCC.[CH3:13][O:14][C:15]1[CH:20]=[CH:19][C:18]([CH2:21][C:22]([OH:24])=O)=[CH:17][CH:16]=1.O.ON1C2C=CC=CC=2C=NN1.CN, predict the reaction product. (2) Given the reactants C1[O:8][C:6](=[O:7])[CH2:5][O:4]C1=O.[Sn], predict the reaction product. The product is: [C:6]([OH:8])(=[O:7])[CH:5]([CH:5]([C:6]([OH:8])=[O:7])[OH:4])[OH:4].